Dataset: Forward reaction prediction with 1.9M reactions from USPTO patents (1976-2016). Task: Predict the product of the given reaction. Given the reactants Br[C:2]1[C:3]2[C:8]([C:9](Br)=[C:10]3[C:15]=1[CH:14]=[CH:13][CH:12]=[CH:11]3)=[CH:7][CH:6]=[CH:5][CH:4]=2.[C:17]1([NH:23][C:24]2[CH:33]=[CH:32][C:31]3[C:26](=[CH:27][CH:28]=[CH:29][CH:30]=3)[CH:25]=2)[CH:22]=[CH:21][CH:20]=[CH:19][CH:18]=1.[CH3:34][C:35]([CH3:38])([O-])[CH3:36].[Na+], predict the reaction product. The product is: [CH:25]1[C:26]2[C:31](=[CH:30][CH:29]=[CH:28][CH:27]=2)[CH:32]=[CH:33][C:24]=1[N:23]([C:17]1[CH:22]=[CH:21][CH:20]=[CH:19][CH:18]=1)[C:2]1[C:3]2[C:8]([C:9]([N:23]([C:24]3[CH:25]=[CH:26][C:38]4[C:35](=[CH:36][CH:29]=[CH:28][CH:27]=4)[CH:34]=3)[C:17]3[CH:22]=[CH:21][CH:20]=[CH:19][CH:18]=3)=[C:10]3[C:15]=1[CH:14]=[CH:13][CH:12]=[CH:11]3)=[CH:7][CH:6]=[CH:5][CH:4]=2.